Dataset: Full USPTO retrosynthesis dataset with 1.9M reactions from patents (1976-2016). Task: Predict the reactants needed to synthesize the given product. (1) The reactants are: O=C1C2C(=CC=CC=2)C(=O)[N:3]1[CH2:12][C@@H:13]([NH:25][C:26]([C:28]1[S:29][CH:30]=[C:31]([C:33]2[N:37]([CH3:38])[N:36]=[CH:35][C:34]=2[C:39]2[CH:44]=[CH:43][CH:42]=[CH:41][CH:40]=2)[CH:32]=1)=[O:27])[CH2:14][C:15]1[CH:20]=[CH:19][CH:18]=[CH:17][C:16]=1[C:21]([F:24])([F:23])[F:22].NN. Given the product [NH2:3][CH2:12][C@@H:13]([NH:25][C:26]([C:28]1[S:29][CH:30]=[C:31]([C:33]2[N:37]([CH3:38])[N:36]=[CH:35][C:34]=2[C:39]2[CH:44]=[CH:43][CH:42]=[CH:41][CH:40]=2)[CH:32]=1)=[O:27])[CH2:14][C:15]1[CH:20]=[CH:19][CH:18]=[CH:17][C:16]=1[C:21]([F:24])([F:23])[F:22], predict the reactants needed to synthesize it. (2) Given the product [CH3:18][CH2:17][CH2:16][CH2:15][CH2:14][CH:13]=[CH:12][CH2:11][CH:10]=[CH:9][CH2:8][CH2:7][CH2:6][CH2:5][CH2:4][CH2:3][CH2:2][CH2:1][CH:23]([OH:25])[CH2:1][CH2:2][CH2:3][CH2:4][CH2:5][CH2:6][CH2:7][CH2:8][CH:9]=[CH:10][CH2:11][CH:12]=[CH:13][CH2:14][CH2:15][CH2:16][CH2:17][CH3:18], predict the reactants needed to synthesize it. The reactants are: [CH2:1](Br)[CH2:2][CH2:3][CH2:4][CH2:5][CH2:6][CH2:7][CH2:8]/[CH:9]=[CH:10]\[CH2:11]/[CH:12]=[CH:13]\[CH2:14][CH2:15][CH2:16][CH2:17][CH3:18].BrCBr.[CH:23]([O-:25])=O.[OH-].[Na+]. (3) Given the product [C:46]([OH:47])([C:48]([F:51])([F:50])[F:49])=[O:45].[O:75]=[C:66]1[NH:67][C:68]2[CH:74]=[CH:73][CH:72]=[N:71][C:69]=2[CH2:70][N:65]1[CH:62]1[CH2:61][CH2:60][N:59]([C:35]([NH:1][C@@H:2]2[N:8]=[C:7]([C:9]3[CH:10]=[CH:11][CH:12]=[CH:13][CH:14]=3)[C:6]3[CH:15]=[CH:16][CH:17]=[CH:18][C:5]=3[N:4]([CH2:19][C:20]([F:21])([F:23])[F:22])[C:3]2=[O:24])=[O:36])[CH2:64][CH2:63]1, predict the reactants needed to synthesize it. The reactants are: [NH2:1][CH:2]1[N:8]=[C:7]([C:9]2[CH:14]=[CH:13][CH:12]=[CH:11][CH:10]=2)[C:6]2[CH:15]=[CH:16][CH:17]=[CH:18][C:5]=2[N:4]([CH2:19][C:20]([F:23])([F:22])[F:21])[C:3]1=[O:24].C1C([N+]([O-])=O)=CC=C([Cl-][C:35]([O-])=[O:36])C=1.C(N(CC)CC)C.[OH:45][C:46]([C:48]([F:51])([F:50])[F:49])=[O:47].OC(C(F)(F)F)=O.[NH:59]1[CH2:64][CH2:63][CH:62]([N:65]2[CH2:70][C:69]3[N:71]=[CH:72][CH:73]=[CH:74][C:68]=3[NH:67][C:66]2=[O:75])[CH2:61][CH2:60]1. (4) Given the product [CH3:28][C:26]1[NH:27][C:23](/[CH:21]=[C:14]2\[C:15](=[O:20])[NH:16][C:17]3[C:13]\2=[CH:12][C:11]([S:8]([CH2:7][C:1]2[CH:2]=[CH:3][CH:4]=[CH:5][CH:6]=2)(=[O:10])=[O:9])=[CH:19][CH:18]=3)=[C:24]([CH3:34])[C:25]=1[CH2:29][CH2:30][C:31]([OH:33])=[O:32], predict the reactants needed to synthesize it. The reactants are: [C:1]1([CH2:7][S:8]([C:11]2[CH:12]=[C:13]3[C:17](=[CH:18][CH:19]=2)[NH:16][C:15](=[O:20])[CH2:14]3)(=[O:10])=[O:9])[CH:6]=[CH:5][CH:4]=[CH:3][CH:2]=1.[CH:21]([C:23]1[NH:27][C:26]([CH3:28])=[C:25]([CH2:29][CH2:30][C:31]([OH:33])=[O:32])[C:24]=1[CH3:34])=O. (5) Given the product [OH:31][CH:28]1[CH2:29][CH2:30][N:26]([C:23]2[N:24]=[CH:25][C:20]([NH:19][C:12]([C:10]3[N:11]=[C:7]([C:1]4[CH:2]=[CH:3][CH:4]=[CH:5][CH:6]=4)[O:8][C:9]=3[C:15]([F:18])([F:17])[F:16])=[O:14])=[CH:21][CH:22]=2)[CH2:27]1, predict the reactants needed to synthesize it. The reactants are: [C:1]1([C:7]2[O:8][C:9]([C:15]([F:18])([F:17])[F:16])=[C:10]([C:12]([OH:14])=O)[N:11]=2)[CH:6]=[CH:5][CH:4]=[CH:3][CH:2]=1.[NH2:19][C:20]1[CH:21]=[CH:22][C:23]([N:26]2[CH2:30][CH2:29][CH:28]([OH:31])[CH2:27]2)=[N:24][CH:25]=1. (6) Given the product [CH3:18][N:19]([CH2:20][CH:21]([C:23]1[CH:28]=[CH:27][CH:26]=[CH:25][CH:24]=1)[OH:22])[CH2:16][C:14]1[S:15][C:11]([C:4]2[CH:5]=[C:6]([C:7]([F:8])([F:9])[F:10])[N:2]([CH3:1])[N:3]=2)=[CH:12][CH:13]=1, predict the reactants needed to synthesize it. The reactants are: [CH3:1][N:2]1[C:6]([C:7]([F:10])([F:9])[F:8])=[CH:5][C:4]([C:11]2[S:15][C:14]([CH:16]=O)=[CH:13][CH:12]=2)=[N:3]1.[CH3:18][NH:19][CH2:20][CH:21]([C:23]1[CH:28]=[CH:27][CH:26]=[CH:25][CH:24]=1)[OH:22].C(O)(=O)C.[BH-](OC(C)=O)(OC(C)=O)OC(C)=O.[Na+]. (7) Given the product [F:25][C:26]1[CH:27]=[C:28]([C@@H:29]([C:6]2[N:7]=[CH:8][CH:9]=[CH:10][N:11]=2)[NH:30][S@:31]([C:33]([CH3:36])([CH3:35])[CH3:34])=[O:32])[CH:37]=[CH:38][C:39]=1[C:40]([F:43])([F:42])[F:41], predict the reactants needed to synthesize it. The reactants are: C([Sn](CCCC)(CCCC)[C:6]1[N:11]=[CH:10][CH:9]=[CH:8][N:7]=1)CCC.C([Li])CCC.[F:25][C:26]1[CH:27]=[C:28]([CH:37]=[CH:38][C:39]=1[C:40]([F:43])([F:42])[F:41])/[CH:29]=[N:30]/[S@:31]([C:33]([CH3:36])([CH3:35])[CH3:34])=[O:32]. (8) Given the product [CH2:15]([C:2]1[CH:11]=[CH:10][C:5]([C:6]([O:8][CH3:9])=[O:7])=[C:4]([CH3:12])[CH:3]=1)[CH3:16], predict the reactants needed to synthesize it. The reactants are: Cl[C:2]1[CH:11]=[CH:10][C:5]([C:6]([O:8][CH3:9])=[O:7])=[C:4]([CH3:12])[CH:3]=1.CN1C(=O)C[CH2:16][CH2:15]1.CC[Mg+].[Br-].